Dataset: Full USPTO retrosynthesis dataset with 1.9M reactions from patents (1976-2016). Task: Predict the reactants needed to synthesize the given product. (1) Given the product [Cl:19][C:20]1[CH:21]=[CH:22][C:23]([C:24]([NH:26][C:27]2[N:31]([CH2:32][CH:33]3[CH2:37][CH2:36][CH2:35][N:34]3[C:38](=[O:42])[C:39]([C:40]#[N:41])=[CH:15][C:14]([O:13][CH2:11][CH3:12])([CH3:17])[CH3:18])[C:30]3[CH:43]=[CH:44][C:45]([CH2:47][N:48]([C@H:56]([C:58]([CH3:61])([CH3:60])[CH3:59])[CH3:57])[C:49](=[O:55])[O:50][C:51]([CH3:54])([CH3:52])[CH3:53])=[CH:46][C:29]=3[N:28]=2)=[O:25])=[CH:62][CH:63]=1, predict the reactants needed to synthesize it. The reactants are: N1CCCC1.[Si](Cl)(C)(C)C.[CH2:11]([O:13][C:14]([CH3:18])([CH3:17])[CH:15]=O)[CH3:12].[Cl:19][C:20]1[CH:63]=[CH:62][C:23]([C:24]([NH:26][C:27]2[N:31]([CH2:32][CH:33]3[CH2:37][CH2:36][CH2:35][N:34]3[C:38](=[O:42])[CH2:39][C:40]#[N:41])[C:30]3[CH:43]=[CH:44][C:45]([CH2:47][N:48]([C@H:56]([C:58]([CH3:61])([CH3:60])[CH3:59])[CH3:57])[C:49](=[O:55])[O:50][C:51]([CH3:54])([CH3:53])[CH3:52])=[CH:46][C:29]=3[N:28]=2)=[O:25])=[CH:22][CH:21]=1. (2) Given the product [F:28][C:13]1[CH:14]=[C:15]([C:18]2[CH:27]=[C:26]3[C:21]([CH:22]=[CH:23][CH:24]=[N:25]3)=[CH:20][CH:19]=2)[CH:16]=[CH:17][C:12]=1[N:7]1[C:8](=[O:11])[NH:9][N:10]=[C:6]1[CH2:5][CH:3]1[CH2:4][N:1]([C:40]([N:39]([CH3:43])[CH3:38])=[O:44])[CH2:2]1, predict the reactants needed to synthesize it. The reactants are: [NH:1]1[CH2:4][CH:3]([CH2:5][C:6]2[N:7]([C:12]3[CH:17]=[CH:16][C:15]([C:18]4[CH:27]=[C:26]5[C:21]([CH:22]=[CH:23][CH:24]=[N:25]5)=[CH:20][CH:19]=4)=[CH:14][C:13]=3[F:28])[C:8](=[O:11])[NH:9][N:10]=2)[CH2:2]1.C(N(CC)C(C)C)(C)C.[CH3:38][N:39]1[CH2:43]CC[C:40]1=[O:44].CN(C)C(Cl)=O.